Dataset: Forward reaction prediction with 1.9M reactions from USPTO patents (1976-2016). Task: Predict the product of the given reaction. (1) Given the reactants [NH2:1][C:2]1[CH:3]=[C:4]([O:16][CH3:17])[CH:5]=[C:6]2[C:10]=1[NH:9][C:8]([C:11]([O:13][CH2:14][CH3:15])=[O:12])=[CH:7]2.[N:18]1[CH:23]=[CH:22][CH:21]=[CH:20][C:19]=1[S:24](Cl)(=[O:26])=[O:25].N1C=CC=C[CH:29]=1, predict the reaction product. The product is: [CH3:17][O:16][C:4]1[CH:5]=[C:6]2[C:10](=[C:2]([N:1]([CH3:29])[S:24]([C:19]3[CH:20]=[CH:21][CH:22]=[CH:23][N:18]=3)(=[O:26])=[O:25])[CH:3]=1)[NH:9][C:8]([C:11]([O:13][CH2:14][CH3:15])=[O:12])=[CH:7]2. (2) Given the reactants [Cl:1][CH2:2][C@H:3]1[O:8][CH2:7][C@@H:6]2[CH2:9][CH2:10][CH2:11][N:5]2[CH2:4]1.FC(F)(F)C(O)=O.[Br:19][C:20]1[CH:25]=[CH:24][C:23]([NH:26][C:27]2[C:36]3[C:31](=[CH:32][C:33]([OH:39])=[C:34]([O:37][CH3:38])[CH:35]=3)[N:30]=[CH:29][N:28]=2)=[C:22]([Cl:40])[C:21]=1[Cl:41].C(=O)([O-])[O-].[K+].[K+], predict the reaction product. The product is: [ClH:1].[Br:19][C:20]1[CH:25]=[CH:24][C:23]([NH:26][C:27]2[C:36]3[C:31](=[CH:32][C:33]([O:39][CH2:2][C@H:3]4[O:8][CH2:7][C@@H:6]5[CH2:9][CH2:10][CH2:11][N:5]5[CH2:4]4)=[C:34]([O:37][CH3:38])[CH:35]=3)[N:30]=[CH:29][N:28]=2)=[C:22]([Cl:40])[C:21]=1[Cl:41]. (3) The product is: [C:39]([O:21][C:18]1[CH:17]=[CH:16][CH:15]=[C:14]2[C:19]=1[CH2:20][C@H:11]1[CH2:10][C@@H:9]([O:8][Si:1]([C:4]([CH3:7])([CH3:6])[CH3:5])([CH3:3])[CH3:2])[C@H:22](/[CH:23]=[CH:24]/[C@@H:25]([O:31][Si:32]([C:35]([CH3:37])([CH3:36])[CH3:38])([CH3:34])[CH3:33])[CH2:26][CH2:27][CH2:28][CH2:29][CH3:30])[C@H:12]1[CH2:13]2)(=[O:41])[CH3:40]. Given the reactants [Si:1]([O:8][C@H:9]1[C@H:22](/[CH:23]=[CH:24]/[C@@H:25]([O:31][Si:32]([C:35]([CH3:38])([CH3:37])[CH3:36])([CH3:34])[CH3:33])[CH2:26][CH2:27][CH2:28][CH2:29][CH3:30])[C@H:12]2[CH2:13][C:14]3[CH:15]=[CH:16][CH:17]=[C:18]([OH:21])[C:19]=3[CH2:20][C@H:11]2[CH2:10]1)([C:4]([CH3:7])([CH3:6])[CH3:5])([CH3:3])[CH3:2].[C:39](OC(=O)C)(=[O:41])[CH3:40], predict the reaction product.